Task: Predict the reactants needed to synthesize the given product.. Dataset: Full USPTO retrosynthesis dataset with 1.9M reactions from patents (1976-2016) (1) The reactants are: [FH:1].N1C=CC=CC=1.O1[C:10]2([CH2:19][CH2:18][CH2:17][CH2:16][C:13]3([O:15][CH2:14]3)[O:12][CH2:11]2)C1.[C:20]([O-:23])([O-])=O.[Na+].[Na+]. Given the product [F:1][C:18]1([CH2:20][OH:23])[CH2:17][CH2:16][C:13]2([O:12][CH2:11][CH2:14][O:15]2)[CH2:10][CH2:19]1, predict the reactants needed to synthesize it. (2) Given the product [CH2:30]([N:32]1[CH2:33][CH2:34][N:35]([CH2:38][C:39]2[CH:40]=[CH:41][C:42]([NH:45][C:8]([C:10]3[C:11]4[N:12]=[CH:13][CH:14]=[N:15][C:16]=4[C:17]([C:20]4[CH:21]=[C:22]([O:28][CH3:29])[CH:23]=[C:24]([O:26][CH3:27])[CH:25]=4)=[CH:18][CH:19]=3)=[O:7])=[N:43][CH:44]=2)[CH2:36][CH2:37]1)[CH3:31], predict the reactants needed to synthesize it. The reactants are: C[Al](C)C.C([O:7][C:8]([C:10]1[C:11]2[N:12]=[CH:13][CH:14]=[N:15][C:16]=2[C:17]([C:20]2[CH:25]=[C:24]([O:26][CH3:27])[CH:23]=[C:22]([O:28][CH3:29])[CH:21]=2)=[CH:18][CH:19]=1)=O)C.[CH2:30]([N:32]1[CH2:37][CH2:36][N:35]([CH2:38][C:39]2[CH:40]=[CH:41][C:42]([NH2:45])=[N:43][CH:44]=2)[CH2:34][CH2:33]1)[CH3:31].O. (3) Given the product [CH:16]([Si:4]([CH:1]([CH3:3])[CH3:2])([CH:13]([CH3:15])[CH3:14])[O:5][CH2:6][C:7]1[S:8][C:9]([B:28]2[O:32][C:31]([CH3:34])([CH3:33])[C:30]([CH3:36])([CH3:35])[O:29]2)=[CH:10][C:11]=1[CH3:12])([CH3:18])[CH3:17], predict the reactants needed to synthesize it. The reactants are: [CH:1]([Si:4]([CH:16]([CH3:18])[CH3:17])([CH:13]([CH3:15])[CH3:14])[O:5][CH2:6][C:7]1[S:8][CH:9]=[CH:10][C:11]=1[CH3:12])([CH3:3])[CH3:2].C([Li])CCC.C(O[B:28]1[O:32][C:31]([CH3:34])([CH3:33])[C:30]([CH3:36])([CH3:35])[O:29]1)(C)C.[Cl-].[NH4+]. (4) Given the product [Br:1][C:2]1[C:3]([NH:17][C:15]2[CH:14]=[C:13]([C:18]([O:20][CH3:21])=[O:19])[N:12]([CH3:11])[CH:16]=2)=[N:4][C:5]([Cl:8])=[N:6][CH:7]=1, predict the reactants needed to synthesize it. The reactants are: [Br:1][C:2]1[C:3](Cl)=[N:4][C:5]([Cl:8])=[N:6][CH:7]=1.Cl.[CH3:11][N:12]1[CH:16]=[C:15]([NH2:17])[CH:14]=[C:13]1[C:18]([O:20][CH3:21])=[O:19].C(N(C(C)C)CC)(C)C. (5) Given the product [Br:1][C:2]1[CH:3]=[C:4]2[C:9](=[C:10]3[CH:15]=[CH:14][CH:13]=[CH:12][C:11]=13)[N:8]([CH3:32])[CH2:7][N:6]([C@@H:16]1[C@@H:17]([OH:22])[CH2:18][O:19][CH2:20][CH2:21]1)[C:5]2=[O:30], predict the reactants needed to synthesize it. The reactants are: [Br:1][C:2]1[CH:3]=[C:4]2[C:9](=[C:10]3[CH:15]=[CH:14][CH:13]=[CH:12][C:11]=13)[NH:8][CH2:7][N:6]([C@H:16]1[CH2:21][CH2:20][O:19][CH2:18][C@@H:17]1[O:22][Si](C(C)(C)C)(C)C)[C:5]2=[O:30].Cl.[C:32]([O-])(O)=O.[Na+]. (6) Given the product [CH2:1]([CH:8]1[CH2:9][N:10]([CH2:16][C:17]([OH:19])=[O:18])[C:11](=[O:15])[CH2:12][N:26]([S:27]([C:30]2[CH:35]=[CH:34][C:33]([Cl:36])=[CH:32][CH:31]=2)(=[O:29])=[O:28])[C:24]1=[O:25])[C:2]1[CH:7]=[CH:6][CH:5]=[CH:4][CH:3]=1, predict the reactants needed to synthesize it. The reactants are: [CH2:1]([CH:8]([C:24]([NH:26][S:27]([C:30]1[CH:35]=[CH:34][C:33]([Cl:36])=[CH:32][CH:31]=1)(=[O:29])=[O:28])=[O:25])[CH2:9][N:10]([CH2:16][C:17]([O:19]C(C)(C)C)=[O:18])[C:11](=[O:15])[CH2:12]C=C)[C:2]1[CH:7]=[CH:6][CH:5]=[CH:4][CH:3]=1.CC1(C)CC(=O)CC(=O)C1. (7) Given the product [Br:1][C:2]1[CH:7]=[CH:6][C:5]([CH2:8][N:10]2[C:14]3[CH:15]=[CH:16][CH:17]=[CH:18][C:13]=3[N:12]=[CH:11]2)=[CH:4][CH:3]=1, predict the reactants needed to synthesize it. The reactants are: [Br:1][C:2]1[CH:7]=[CH:6][C:5]([CH2:8]Br)=[CH:4][CH:3]=1.[NH:10]1[C:14]2[CH:15]=[CH:16][CH:17]=[CH:18][C:13]=2[N:12]=[CH:11]1.[OH-].[K+].C(=O)([O-])[O-].[K+].[K+]. (8) The reactants are: [OH:1][C:2]1[C:3]([C:26]([NH:28][CH2:29][C:30]([O:32]CC)=[O:31])=[O:27])=[C:4]2[C:9](=[CH:10][CH:11]=1)[N:8]=[C:7]([NH:12][CH2:13][C:14]1[CH:19]=[CH:18][CH:17]=[CH:16][CH:15]=1)[C:6]([C:20]1[CH:25]=[CH:24][CH:23]=[CH:22][CH:21]=1)=[N:5]2.[OH-].[Na+]. Given the product [OH:1][C:2]1[C:3]([C:26]([NH:28][CH2:29][C:30]([OH:32])=[O:31])=[O:27])=[C:4]2[C:9](=[CH:10][CH:11]=1)[N:8]=[C:7]([NH:12][CH2:13][C:14]1[CH:15]=[CH:16][CH:17]=[CH:18][CH:19]=1)[C:6]([C:20]1[CH:25]=[CH:24][CH:23]=[CH:22][CH:21]=1)=[N:5]2, predict the reactants needed to synthesize it.